Binary Classification. Given a drug SMILES string, predict its activity (active/inactive) in a high-throughput screening assay against a specified biological target. From a dataset of HIV replication inhibition screening data with 41,000+ compounds from the AIDS Antiviral Screen. (1) The molecule is Cc1cn(C2C(O)CC2CO)c(=O)[nH]c1=O. The result is 0 (inactive). (2) The drug is CCOC(=O)CNc1nnnn1C1OC(CO)C(O)C1O. The result is 0 (inactive). (3) The drug is CC(=O)C1(C)CC(C#N)(C#N)C(C#N)=C1N. The result is 0 (inactive). (4) The drug is Nc1ccc2nc3n(c2c1)C(c1c(F)cccc1F)SC3. The result is 0 (inactive). (5) The result is 0 (inactive). The compound is CC(C)OP(=O)(OC(C)C)C(=NNc1ccc([N+](=O)[O-])cc1)Nc1ccncc1. (6) The compound is Cn1cnc(N2CCCC2)c(C#N)c1=S. The result is 0 (inactive). (7) The drug is Cc1c(Cl)ccc2c1NC(=O)C2(O)CC(=O)c1ccc(Cl)cc1. The result is 0 (inactive). (8) The molecule is Oc1ccc(C2Oc3cc(O)cc4c3C2c2cc(O)cc(O)c2C(c2ccc(O)cc2)C4C2c3cc(O)cc4c3C(c3cc(O)cc(O)c3C2c2ccc(O)cc2)C(c2ccc(O)cc2)O4)cc1. The result is 0 (inactive).